From a dataset of Catalyst prediction with 721,799 reactions and 888 catalyst types from USPTO. Predict which catalyst facilitates the given reaction. Reactant: [Cl:1][C:2]1[CH:7]=[CH:6][C:5]([N:8]2[C:13](=[O:14])[C:12]3[CH:15]=[N:16][N:17]([C:18]4[CH:23]=[CH:22][CH:21]=[C:20]([S:24]([CH3:27])(=[O:26])=[O:25])[CH:19]=4)[C:11]=3[N:10]=[C:9]2[C:28]2[CH:33]=[CH:32][C:31](B3OC(C)(C)C(C)(C)O3)=[CH:30][CH:29]=2)=[CH:4][CH:3]=1.[NH2:43][C:44]1[N:49]=[CH:48][C:47](Br)=[CH:46][N:45]=1.C(=O)([O-])[O-].[Cs+].[Cs+]. Product: [NH2:43][C:44]1[N:49]=[CH:48][C:47]([C:31]2[CH:32]=[CH:33][C:28]([C:9]3[N:8]([C:5]4[CH:4]=[CH:3][C:2]([Cl:1])=[CH:7][CH:6]=4)[C:13](=[O:14])[C:12]4[CH:15]=[N:16][N:17]([C:18]5[CH:23]=[CH:22][CH:21]=[C:20]([S:24]([CH3:27])(=[O:26])=[O:25])[CH:19]=5)[C:11]=4[N:10]=3)=[CH:29][CH:30]=2)=[CH:46][N:45]=1. The catalyst class is: 423.